This data is from Forward reaction prediction with 1.9M reactions from USPTO patents (1976-2016). The task is: Predict the product of the given reaction. (1) Given the reactants [H-].[Na+].N#N.[Br:5][C:6]1[CH:7]=[C:8]([SH:12])[CH:9]=[CH:10][CH:11]=1.Cl[CH2:14][C:15]1[N:16]=[C:17]([C:20]2[CH:25]=[CH:24][CH:23]=[CH:22][CH:21]=2)[S:18][CH:19]=1, predict the reaction product. The product is: [Br:5][C:6]1[CH:7]=[C:8]([S:12][CH2:14][C:15]2[N:16]=[C:17]([C:20]3[CH:21]=[CH:22][CH:23]=[CH:24][CH:25]=3)[S:18][CH:19]=2)[CH:9]=[CH:10][CH:11]=1. (2) Given the reactants Br.[NH2:2][CH2:3][CH2:4][CH2:5][Br:6].[C:7](Cl)([C:20]1[CH:25]=[CH:24][CH:23]=[CH:22][CH:21]=1)([C:14]1[CH:19]=[CH:18][CH:17]=[CH:16][CH:15]=1)[C:8]1[CH:13]=[CH:12][CH:11]=[CH:10][CH:9]=1.C(N(CC)CC)C, predict the reaction product. The product is: [C:7]([NH:2][CH2:3][CH2:4][CH2:5][Br:6])([C:8]1[CH:13]=[CH:12][CH:11]=[CH:10][CH:9]=1)([C:20]1[CH:21]=[CH:22][CH:23]=[CH:24][CH:25]=1)[C:14]1[CH:15]=[CH:16][CH:17]=[CH:18][CH:19]=1. (3) Given the reactants [CH2:1]([O:8][C@H:9]([C:22]([F:25])([F:24])[F:23])[C@@H:10]([NH:14]C(OC(C)(C)C)=O)[C:11]([OH:13])=[O:12])[C:2]1[CH:7]=[CH:6][CH:5]=[CH:4][CH:3]=1.[ClH:26], predict the reaction product. The product is: [ClH:26].[NH2:14][C@H:10]([C@H:9]([O:8][CH2:1][C:2]1[CH:3]=[CH:4][CH:5]=[CH:6][CH:7]=1)[C:22]([F:24])([F:25])[F:23])[C:11]([OH:13])=[O:12]. (4) Given the reactants [Br:1][C:2]1[C:11]2[CH2:10][CH2:9][CH2:8][C:7](=O)[C:6]=2[CH:5]=[N:4][CH:3]=1.[NH3:13].CO.[BH4-].[Na+], predict the reaction product. The product is: [Br:1][C:2]1[C:11]2[CH2:10][CH2:9][CH2:8][CH:7]([NH2:13])[C:6]=2[CH:5]=[N:4][CH:3]=1. (5) The product is: [CH:1]1(/[CH:6]=[C:7](\[C:20]2[CH:21]=[C:22]([S:25]([CH3:28])(=[O:27])=[O:26])[S:23][CH:24]=2)/[CH2:8][OH:9])[CH2:2][CH2:3][CH2:4][CH2:5]1. Given the reactants [CH:1]1(/[CH:6]=[C:7](/B2OC(C)(C)C(C)(C)O2)\[CH2:8][OH:9])[CH2:5][CH2:4][CH2:3][CH2:2]1.Br[C:20]1[CH:21]=[C:22]([S:25]([CH3:28])(=[O:27])=[O:26])[S:23][CH:24]=1.[F-].[Cs+], predict the reaction product.